This data is from Forward reaction prediction with 1.9M reactions from USPTO patents (1976-2016). The task is: Predict the product of the given reaction. (1) Given the reactants [CH3:1][O:2][C:3]([C:5]1[N:6]=[C:7](I)[C:8]2[C:13]([C:14]=1[OH:15])=[CH:12][CH:11]=[C:10]([O:16][C:17]1[CH:22]=[CH:21][CH:20]=[CH:19][C:18]=1[O:23][CH3:24])[CH:9]=2)=[O:4].[C:26]([Cu])#[N:27].C(Cl)Cl, predict the reaction product. The product is: [CH3:1][O:2][C:3]([C:5]1[N:6]=[C:7]([C:26]#[N:27])[C:8]2[C:13]([C:14]=1[OH:15])=[CH:12][CH:11]=[C:10]([O:16][C:17]1[CH:22]=[CH:21][CH:20]=[CH:19][C:18]=1[O:23][CH3:24])[CH:9]=2)=[O:4]. (2) Given the reactants [CH3:1][C@:2]12[C@@:19]3([CH3:20])[C@@H:10]([C@:11]4([CH3:24])[C@@H:16]([CH2:17][CH2:18]3)[C:15]([CH3:22])([CH3:21])[C@@H:14]([OH:23])[CH2:13][CH2:12]4)[CH2:9][CH2:8][C@@H:7]1[C@H:6]1[C@H:25]([C:28]([CH3:30])=[CH2:29])[CH2:26][CH2:27][C@:5]1([C:31]1[O:32][C:33]([C:36]3[CH:37]=[N:38][CH:39]=[CH:40][CH:41]=3)=[N:34][N:35]=1)[CH2:4][CH2:3]2.[CH3:42][O:43][C:44](=[O:54])[CH2:45][C@@H:46]1[C@H:48]([C:49](O)=[O:50])[C:47]1([CH3:53])[CH3:52].CCN(C(C)C)C(C)C.C1COCC1, predict the reaction product. The product is: [CH3:42][O:43][C:44](=[O:54])[CH2:45][C@@H:46]1[C@H:48]([C:49]([O:23][C@H:14]2[CH2:13][CH2:12][C@@:11]3([CH3:24])[C@@H:16]([CH2:17][CH2:18][C@:19]4([CH3:20])[C@@H:10]3[CH2:9][CH2:8][C@H:7]3[C@@:2]4([CH3:1])[CH2:3][CH2:4][C@@:5]4([C:31]5[O:32][C:33]([C:36]6[CH:37]=[N:38][CH:39]=[CH:40][CH:41]=6)=[N:34][N:35]=5)[CH2:27][CH2:26][C@@H:25]([C:28]([CH3:30])=[CH2:29])[C@@H:6]43)[C:15]2([CH3:21])[CH3:22])=[O:50])[C:47]1([CH3:52])[CH3:53]. (3) The product is: [O:25]=[C:6]1[C:5]2[C:22](=[CH:23][CH:24]=[C:3]([C:1]3[NH:28][N:27]=[N:26][N:2]=3)[CH:4]=2)[O:21][C:8]2([CH2:13][CH2:12][N:11]([C:14]([O:16][C:17]([CH3:20])([CH3:19])[CH3:18])=[O:15])[CH2:10][CH2:9]2)[CH2:7]1. Given the reactants [C:1]([C:3]1[CH:4]=[C:5]2[C:22](=[CH:23][CH:24]=1)[O:21][C:8]1([CH2:13][CH2:12][N:11]([C:14]([O:16][C:17]([CH3:20])([CH3:19])[CH3:18])=[O:15])[CH2:10][CH2:9]1)[CH2:7][C:6]2=[O:25])#[N:2].[N-:26]=[N+:27]=[N-:28].[Na+].Cl.C(N(CC)CC)C.Cl, predict the reaction product. (4) Given the reactants [Br:1][C:2]1[CH:42]=[CH:41][C:5]([CH2:6][C@:7]23[CH2:14][C@@H:13]([NH:15][C:16](=[O:30])[C:17]4[CH:22]=[CH:21][C:20]([C:23]([O:25]C(C)(C)C)=[O:24])=[CH:19][CH:18]=4)[CH2:12][N:11]2[C:10](=[O:31])[N:9]([C:32]2[CH:37]=[C:36]([Cl:38])[CH:35]=[C:34]([Cl:39])[CH:33]=2)[C:8]3=[O:40])=[CH:4][CH:3]=1.C(O)(C(F)(F)F)=O, predict the reaction product. The product is: [Br:1][C:2]1[CH:42]=[CH:41][C:5]([CH2:6][C@:7]23[CH2:14][C@@H:13]([NH:15][C:16](=[O:30])[C:17]4[CH:18]=[CH:19][C:20]([C:23]([OH:25])=[O:24])=[CH:21][CH:22]=4)[CH2:12][N:11]2[C:10](=[O:31])[N:9]([C:32]2[CH:33]=[C:34]([Cl:39])[CH:35]=[C:36]([Cl:38])[CH:37]=2)[C:8]3=[O:40])=[CH:4][CH:3]=1. (5) Given the reactants [NH2:1][S:2]([C:5]1[CH:10]=[CH:9][C:8]([C:11]2[NH:12][C:13]3[C:18]([C:19]=2[C:20]2[CH:25]=[CH:24][C:23]([O:26]C)=[CH:22][CH:21]=2)=[CH:17][CH:16]=[CH:15][CH:14]=3)=[CH:7][CH:6]=1)(=[O:4])=[O:3], predict the reaction product. The product is: [NH2:1][S:2]([C:5]1[CH:10]=[CH:9][C:8]([C:11]2[NH:12][C:13]3[C:18]([C:19]=2[C:20]2[CH:21]=[CH:22][C:23]([OH:26])=[CH:24][CH:25]=2)=[CH:17][CH:16]=[CH:15][CH:14]=3)=[CH:7][CH:6]=1)(=[O:4])=[O:3]. (6) Given the reactants [CH2:1]([O:4][C:5](=[O:29])[C@@:6]([NH:11][C:12]([O:14][CH2:15][CH:16]1[C:28]2[CH:27]=[CH:26][CH:25]=[CH:24][C:23]=2[C:22]2[C:17]1=[CH:18][CH:19]=[CH:20][CH:21]=2)=[O:13])([CH3:10])[C@@H:7]([OH:9])[CH3:8])[CH:2]=[CH2:3].[CH3:30][C:31](=[CH2:33])[CH3:32].S(=O)(=O)(O)O.CN1CCOCC1, predict the reaction product. The product is: [CH2:1]([O:4][C:5](=[O:29])[C@@:6]([NH:11][C:12]([O:14][CH2:15][CH:16]1[C:28]2[CH:27]=[CH:26][CH:25]=[CH:24][C:23]=2[C:22]2[C:17]1=[CH:18][CH:19]=[CH:20][CH:21]=2)=[O:13])([CH3:10])[C@@H:7]([O:9][C:31]([CH3:33])([CH3:32])[CH3:30])[CH3:8])[CH:2]=[CH2:3]. (7) The product is: [CH3:23][O:22][C:19](=[O:21])[CH2:20][C:8]1[CH:7]=[CH:6][CH:5]=[C:4]2[C:9]=1[CH:10]=[CH:11][C:2]([Cl:1])=[N:3]2. Given the reactants [Cl:1][C:2]1[CH:11]=[CH:10][C:9]2[C:4](=[CH:5][CH:6]=[CH:7][C:8]=2C(=O)C=[N+]=[N-])[N:3]=1.CO.[C:19]([O:22][CH2:23]C)(=[O:21])[CH3:20], predict the reaction product.